From a dataset of Reaction yield outcomes from USPTO patents with 853,638 reactions. Predict the reaction yield, written as a fraction of the theoretical maximum amount of product (1.0 means a 100% yield; for example, 0.34 means a 34% yield). The reactants are C([C@@H:3]1[C@@H:7]([C:8]2[CH:13]=[CH:12][CH:11]=[CH:10][CH:9]=2)[O:6][C:5]([CH3:15])([CH3:14])[N:4]1[C:16]([O:18][C:19]([CH3:22])([CH3:21])[CH3:20])=[O:17])=O.C1(P(=[CH:42][CH:43]=[O:44])(C2C=CC=CC=2)C2C=CC=CC=2)C=CC=CC=1.Cl[CH2:46]Cl. No catalyst specified. The product is [CH3:14][C:5]1([CH3:15])[N:4]([C:16]([O:18][C:19]([CH3:21])([CH3:20])[CH3:22])=[O:17])[C@H:3](/[CH:46]=[CH:42]/[CH:43]=[O:44])[C@@H:7]([C:8]2[CH:13]=[CH:12][CH:11]=[CH:10][CH:9]=2)[O:6]1. The yield is 0.680.